From a dataset of Full USPTO retrosynthesis dataset with 1.9M reactions from patents (1976-2016). Predict the reactants needed to synthesize the given product. (1) Given the product [CH3:12][C:10]1[CH:11]=[C:3]([CH2:2][NH:1][CH:27]([C:30]2[CH:35]=[CH:34][CH:33]=[CH:32][CH:31]=2)[CH3:28])[CH:4]=[C:5]2[C:9]=1[C:8](=[O:13])[N:7]([CH2:14][C:15]1[CH:20]=[CH:19][C:18]([O:21][C:22]([F:25])([F:24])[F:23])=[CH:17][CH:16]=1)[CH2:6]2, predict the reactants needed to synthesize it. The reactants are: [NH2:1][CH2:2][C:3]1[CH:4]=[C:5]2[C:9](=[C:10]([CH3:12])[CH:11]=1)[C:8](=[O:13])[N:7]([C:14](=O)[C:15]1[CH:20]=[CH:19][C:18]([O:21][C:22]([F:25])([F:24])[F:23])=[CH:17][CH:16]=1)[CH2:6]2.[C:27]([C:30]1[CH:35]=[CH:34][CH:33]=[CH:32][CH:31]=1)(=O)[CH3:28].[BH3-]C#N.[Na+].C(Cl)(Cl)Cl.CO. (2) The reactants are: Cl.Cl.[C:3]([C:7]1[CH:12]=[CH:11][CH:10]=[CH:9][C:8]=1[N:13]1[CH2:18][CH2:17][NH:16][CH2:15][CH2:14]1)([CH3:6])([CH3:5])[CH3:4].[CH3:19][C:20]1([CH3:27])[CH2:25][C:24](=[O:26])[O:23][C:21]1=[O:22].C(N(CC)CC)C.O1CCCC1. Given the product [C:3]([C:7]1[CH:12]=[CH:11][CH:10]=[CH:9][C:8]=1[N:13]1[CH2:18][CH2:17][N:16]([C:24](=[O:26])[CH2:25][C:20]([CH3:27])([CH3:19])[C:21]([OH:23])=[O:22])[CH2:15][CH2:14]1)([CH3:6])([CH3:4])[CH3:5], predict the reactants needed to synthesize it. (3) Given the product [Br:1][C:2]1[CH:3]=[C:4]([S:8]([N:11]([CH2:29][C:28]2[CH:31]=[CH:32][C:25]([O:24][CH3:23])=[CH:26][CH:27]=2)[CH2:12][C:13]2[CH:18]=[CH:17][C:16]([O:19][CH3:20])=[CH:15][CH:14]=2)(=[O:9])=[O:10])[CH:5]=[CH:6][CH:7]=1, predict the reactants needed to synthesize it. The reactants are: [Br:1][C:2]1[CH:3]=[C:4]([S:8]([NH:11][CH2:12][C:13]2[CH:18]=[CH:17][C:16]([O:19][CH3:20])=[CH:15][CH:14]=2)(=[O:10])=[O:9])[CH:5]=[CH:6][CH:7]=1.[H-].[Na+].[CH3:23][O:24][C:25]1[CH:32]=[CH:31][C:28]([CH2:29]Cl)=[CH:27][CH:26]=1.O. (4) The reactants are: [CH3:1][C:2]([CH3:31])([CH3:30])[CH2:3][C:4]([NH:6][C:7]1[C:8]([CH3:29])=[C:9]([CH3:28])[C:10]2[O:14][CH2:13][CH:12]([C:15]3[CH:20]=[CH:19][C:18](/[CH:21]=[CH:22]/[C:23]([O-:25])=[O:24])=[CH:17][CH:16]=3)[C:11]=2[C:26]=1[CH3:27])=[O:5].[C:32](OCC)(=O)[CH3:33].CCCCCC. Given the product [CH3:1][C:2]([CH3:31])([CH3:30])[CH2:3][C:4]([NH:6][C:7]1[C:8]([CH3:29])=[C:9]([CH3:28])[C:10]2[O:14][CH2:13][CH:12]([C:15]3[CH:20]=[CH:19][C:18]([CH2:21][CH2:22][C:23]([O:25][CH2:32][CH3:33])=[O:24])=[CH:17][CH:16]=3)[C:11]=2[C:26]=1[CH3:27])=[O:5], predict the reactants needed to synthesize it. (5) Given the product [CH3:8][C:6]1[N:7]=[C:2]([N:26]2[CH2:30][CH2:29][CH2:28][C:27]2=[O:31])[CH:3]=[CH:4][C:5]=1[C:9]([N:11]1[CH2:16][CH2:15][N:14]([C:17]2[C:22]([CH3:23])=[CH:21][C:20]([CH3:24])=[C:19]([CH3:25])[N:18]=2)[CH2:13][CH2:12]1)=[O:10], predict the reactants needed to synthesize it. The reactants are: Br[C:2]1[N:7]=[C:6]([CH3:8])[C:5]([C:9]([N:11]2[CH2:16][CH2:15][N:14]([C:17]3[C:22]([CH3:23])=[CH:21][C:20]([CH3:24])=[C:19]([CH3:25])[N:18]=3)[CH2:13][CH2:12]2)=[O:10])=[CH:4][CH:3]=1.[NH:26]1[CH2:30][CH2:29][CH2:28][C:27]1=[O:31]. (6) Given the product [OH:11][C:8]1([C:12]#[N:13])[CH2:7][CH2:6][N:5]([S:2]([CH3:1])(=[O:4])=[O:3])[CH2:10][CH2:9]1, predict the reactants needed to synthesize it. The reactants are: [CH3:1][S:2]([N:5]1[CH2:10][CH2:9][C:8](=[O:11])[CH2:7][CH2:6]1)(=[O:4])=[O:3].[C-:12]#[N:13].[K+]. (7) Given the product [F:1][C:2]1[CH:7]=[CH:6][C:5]([CH2:8][C:9]2[C:11]3[CH2:16][CH:15]([C:17]([F:20])([F:19])[F:18])[CH2:14][CH2:13][C:12]=3[N:36]=[C:35]([NH:34][C:31]3[CH:32]=[CH:33][C:28]([N:24]4[CH:25]=[CH:26][N:27]=[C:23]4[CH3:22])=[CH:29][CH:30]=3)[N:37]=2)=[CH:4][CH:3]=1, predict the reactants needed to synthesize it. The reactants are: [F:1][C:2]1[CH:7]=[CH:6][C:5]([CH2:8][C:9]([CH:11]2[CH2:16][CH:15]([C:17]([F:20])([F:19])[F:18])[CH2:14][CH2:13][C:12]2=O)=O)=[CH:4][CH:3]=1.[CH3:22][C:23]1[N:24]([C:28]2[CH:33]=[CH:32][C:31]([NH:34][C:35]([NH2:37])=[NH:36])=[CH:30][CH:29]=2)[CH:25]=[CH:26][N:27]=1.C(=O)([O-])[O-].[K+].[K+].CCO. (8) The reactants are: [Cl:1][C:2]1[C:3]([C:9]2[CH:10]=[C:11]([NH:15][C:16](=[O:22])[O:17][C:18]([CH3:21])([CH3:20])[CH3:19])[CH:12]=[CH:13][CH:14]=2)=[CH:4][C:5]([F:8])=[N:6][CH:7]=1.[H-].[Na+].CC1C=CC(S(O[CH2:36][CH:37]2[CH2:42][CH2:41][O:40][CH2:39][CH2:38]2)(=O)=O)=CC=1. Given the product [C:18]([O:17][C:16](=[O:22])[N:15]([C:11]1[CH:12]=[CH:13][CH:14]=[C:9]([C:3]2[C:2]([Cl:1])=[CH:7][N:6]=[C:5]([F:8])[CH:4]=2)[CH:10]=1)[CH2:36][CH:37]1[CH2:42][CH2:41][O:40][CH2:39][CH2:38]1)([CH3:19])([CH3:21])[CH3:20], predict the reactants needed to synthesize it. (9) Given the product [Cl:15][C:16]1[N:21]=[CH:20][C:19]([C:2]2[CH:3]=[N:4][CH:5]=[C:6]3[C:11]=2[N:10]=[C:9]([C:12]([NH2:14])=[O:13])[CH:8]=[CH:7]3)=[CH:18][CH:17]=1, predict the reactants needed to synthesize it. The reactants are: Br[C:2]1[CH:3]=[N:4][CH:5]=[C:6]2[C:11]=1[N:10]=[C:9]([C:12]([NH2:14])=[O:13])[CH:8]=[CH:7]2.[Cl:15][C:16]1[N:21]=[CH:20][C:19](B(O)O)=[CH:18][CH:17]=1. (10) Given the product [Cl:1][C:2]1[CH:10]=[C:6]([C:7]([NH:22][C@H:23]([C:25]2[CH:34]=[CH:33][C:28]([C:29]([O:31][CH3:32])=[O:30])=[CH:27][CH:26]=2)[CH3:24])=[O:9])[C:5]([O:11][CH2:12][CH2:13][C:14]2[CH:19]=[CH:18][CH:17]=[CH:16][C:15]=2[CH3:20])=[N:4][CH:3]=1, predict the reactants needed to synthesize it. The reactants are: [Cl:1][C:2]1[CH:3]=[N:4][C:5]([O:11][CH2:12][CH2:13][C:14]2[CH:19]=[CH:18][CH:17]=[CH:16][C:15]=2[CH3:20])=[C:6]([CH:10]=1)[C:7]([OH:9])=O.Cl.[NH2:22][C@H:23]([C:25]1[CH:34]=[CH:33][C:28]([C:29]([O:31][CH3:32])=[O:30])=[CH:27][CH:26]=1)[CH3:24].